This data is from Experimentally validated miRNA-target interactions with 360,000+ pairs, plus equal number of negative samples. The task is: Binary Classification. Given a miRNA mature sequence and a target amino acid sequence, predict their likelihood of interaction. The miRNA is hsa-miR-550a-5p with sequence AGUGCCUGAGGGAGUAAGAGCCC. The protein sequence of the target gene is MTPSEGARAGTGRELEMLDSLLALGGLVLLRDSVEWEGRSLLKALVKKSALCGEQVHILGCEVSEEEFREGFDSDINNRLVYHDFFRDPLNWSKTEEAFPGGPLGALRAMCKRTDPVPVTIALDSLSWLLLRLPCTTLCQVLHAVSHQDSCPGDSSSVGKVSVLGLLHEELHGPGPVGALSSLAQTEVTLGGTMGQASAHILCRRPRQRPTDQTQWFSILPDFSLDLQEGPSVESQPYSDPHIPPVDPTTHLTFNLHLSKKEREARDSLILPFQFSSEKQQALLRPRPGQATSHIFYEPD.... Result: 0 (no interaction).